This data is from Reaction yield outcomes from USPTO patents with 853,638 reactions. The task is: Predict the reaction yield, written as a fraction of the theoretical maximum amount of product (1.0 means a 100% yield; for example, 0.34 means a 34% yield). (1) The reactants are [CH3:1][O:2][C:3](=[O:15])[C:4]1[CH:9]=[C:8]([N+:10]([O-])=O)[CH:7]=[C:6]([NH:13][CH3:14])[CH:5]=1. The catalyst is CO.[Pd]. The product is [CH3:1][O:2][C:3](=[O:15])[C:4]1[CH:5]=[C:6]([NH:13][CH3:14])[CH:7]=[C:8]([NH2:10])[CH:9]=1. The yield is 0.420. (2) The reactants are [C:1](=[O:4])([O-])[O-].[K+].[K+].[CH2:7]([C:10]1[CH:15]=[CH:14][CH:13]=[C:12]([C:16]([CH3:19])([CH3:18])[CH3:17])[C:11]=1[O:20][CH2:21][C:22]1[CH:27]=[CH:26][CH:25]=[CH:24][CH:23]=1)C=C.O.[C:29]([OH:33])(C)(C)C. The catalyst is C(O)(C)(C)C.[Fe-3](C#N)(C#N)(C#N)(C#N)(C#N)C#N.[K+].[K+].[K+].CC[C@H]1[C@@H]2C[C@H]([C@H](OC3C=CC(O[C@H](C4C=CN=C5C=4C=C(OC)C=C5)[C@@H]4N5C[C@@H](CC)[C@@H](CC5)C4)=C4C(C5C(C(=O)C=34)=CC=CC=5)=O)C3C=CN=C4C=3C=C(OC)C=C4)N(CC2)C1. The yield is 0.920. The product is [CH2:21]([O:20][C:11]1[C:12]([C:16]([CH3:19])([CH3:18])[CH3:17])=[CH:13][CH:14]=[CH:15][C:10]=1[CH2:7][CH:1]([OH:4])[CH2:29][OH:33])[C:22]1[CH:27]=[CH:26][CH:25]=[CH:24][CH:23]=1.